From a dataset of Peptide-MHC class I binding affinity with 185,985 pairs from IEDB/IMGT. Regression. Given a peptide amino acid sequence and an MHC pseudo amino acid sequence, predict their binding affinity value. This is MHC class I binding data. (1) The peptide sequence is FLTDYIPGA. The MHC is HLA-A68:02 with pseudo-sequence HLA-A68:02. The binding affinity (normalized) is 0.293. (2) The peptide sequence is SASGADANC. The MHC is Mamu-A2201 with pseudo-sequence Mamu-A2201. The binding affinity (normalized) is 0.156. (3) The peptide sequence is YLGIFKNNDV. The MHC is HLA-A02:01 with pseudo-sequence HLA-A02:01. The binding affinity (normalized) is 0.744. (4) The peptide sequence is ELEEICHDL. The MHC is HLA-A68:02 with pseudo-sequence HLA-A68:02. The binding affinity (normalized) is 0.0462. (5) The peptide sequence is QSISIADII. The MHC is H-2-Db with pseudo-sequence H-2-Db. The binding affinity (normalized) is 0.